Dataset: Full USPTO retrosynthesis dataset with 1.9M reactions from patents (1976-2016). Task: Predict the reactants needed to synthesize the given product. The reactants are: Cl.[Br:2][C:3]1[CH:4]=[C:5]2[C:10](=[CH:11][CH:12]=1)[CH2:9][NH:8][CH2:7][CH2:6]2.[C:13](O[C:13]([O:15][C:16]([CH3:19])([CH3:18])[CH3:17])=[O:14])([O:15][C:16]([CH3:19])([CH3:18])[CH3:17])=[O:14].C(N(CC)CC)C. Given the product [Br:2][C:3]1[CH:4]=[C:5]2[C:10](=[CH:11][CH:12]=1)[CH2:9][N:8]([C:13]([O:15][C:16]([CH3:19])([CH3:18])[CH3:17])=[O:14])[CH2:7][CH2:6]2, predict the reactants needed to synthesize it.